From a dataset of Peptide-MHC class I binding affinity with 185,985 pairs from IEDB/IMGT. Regression. Given a peptide amino acid sequence and an MHC pseudo amino acid sequence, predict their binding affinity value. This is MHC class I binding data. (1) The peptide sequence is NHINVVLSL. The MHC is Mamu-A07 with pseudo-sequence Mamu-A07. The binding affinity (normalized) is 0.922. (2) The peptide sequence is DYVPTNKWV. The MHC is HLA-A69:01 with pseudo-sequence HLA-A69:01. The binding affinity (normalized) is 0.0847. (3) The peptide sequence is VFLILCFTIK. The MHC is HLA-A31:01 with pseudo-sequence HLA-A31:01. The binding affinity (normalized) is 0.407.